From a dataset of Peptide-MHC class II binding affinity with 134,281 pairs from IEDB. Regression. Given a peptide amino acid sequence and an MHC pseudo amino acid sequence, predict their binding affinity value. This is MHC class II binding data. (1) The peptide sequence is STVVASVTIIDRSLP. The MHC is HLA-DQA10501-DQB10201 with pseudo-sequence HLA-DQA10501-DQB10201. The binding affinity (normalized) is 0.472. (2) The peptide sequence is EKKYFAATQFEPLIA. The MHC is HLA-DPA10103-DPB10401 with pseudo-sequence HLA-DPA10103-DPB10401. The binding affinity (normalized) is 1.00. (3) The peptide sequence is AAGAATTAAGAASGA. The MHC is HLA-DQA10102-DQB10602 with pseudo-sequence HLA-DQA10102-DQB10602. The binding affinity (normalized) is 0.520. (4) The peptide sequence is PCLFMRTVSHVILHG. The MHC is HLA-DQA10501-DQB10301 with pseudo-sequence HLA-DQA10501-DQB10301. The binding affinity (normalized) is 0.192. (5) The peptide sequence is YDKFLANVSTVLTGK. The MHC is DRB3_0202 with pseudo-sequence DRB3_0202. The binding affinity (normalized) is 0.940. (6) The peptide sequence is RGKVVLIDFWAYPCI. The MHC is HLA-DQA10501-DQB10201 with pseudo-sequence HLA-DQA10501-DQB10201. The binding affinity (normalized) is 0.192. (7) The peptide sequence is PKDSDEFIPMKSSWG. The MHC is DRB3_0202 with pseudo-sequence DRB3_0202. The binding affinity (normalized) is 0.0414. (8) The peptide sequence is TYVLSIIPSGPLKAEIAQRL. The binding affinity (normalized) is 0.00643. The MHC is DRB1_0401 with pseudo-sequence DRB1_0401.